Task: Binary Classification. Given a miRNA mature sequence and a target amino acid sequence, predict their likelihood of interaction.. Dataset: Experimentally validated miRNA-target interactions with 360,000+ pairs, plus equal number of negative samples (1) The miRNA is hsa-miR-16-5p with sequence UAGCAGCACGUAAAUAUUGGCG. The protein sequence of the target gene is MAAGGGGSCDPLAPAGVPCAFSPHSQAYFALASTDGHLRVWETANNRLHQEYVPSAHLSGTCTCLAWAPARLQAKESPQRKKRKSEAVGMSNQTDLLALGTAVGSILLYSTVKGELHSKLISGGHDNRVNCIQWHQDSGCLYSCSDDKHIVEWNVQTCKVKCKWKGDNSSVSSLCISPDGKMLLSAGRTIKLWVLETKEVYRHFTGHATPVSSLMFTTIRPPNESQPFDGITGLYFLSGAVHDRLLNVWQVRSENKEKSAVMSFTVTDEPVYIDLTLSENKEEPVKLAVVCRDGQVHLFE.... Result: 1 (interaction). (2) The miRNA is hsa-miR-653-5p with sequence GUGUUGAAACAAUCUCUACUG. The protein sequence of the target gene is MHSTTPISSLFSFTSPAVKRLLGWKQGDEEEKWAEKAVDSLVKKLKKKKGAMDELERALSCPGQPSKCVTIPRSLDGRLQVSHRKGLPHVIYCRVWRWPDLQSHHELKPLECCEFPFGSKQKEVCINPYHYRRVETPVLPPVLVPRHSEYNPQLSLLAKFRSASLHSEPLMPHNATYPDSFQQPPCSALPPSPSHAFSQSPCTASYPHSPGSPSEPESPYQHSVDTPPLPYHATEASETQSGQPVDATADRHVVLSIPNGDFRPVCYEEPQHWCSVAYYELNNRVGETFQASSRSVLIDG.... Result: 1 (interaction). (3) The miRNA is hsa-miR-3922-3p with sequence UCUGGCCUUGACUUGACUCUUU. The protein sequence of the target gene is MESNFNQEGVPRPSYVFSADPIARPSEINFDGIKLDLSHEFSLVAPNTEANSFESKDYLQVCLRIRPFTQSEKELESEGCVHILDSQTVVLKEPQCILGRLSEKSSGQMAQKFSFSKVFGPATTQKEFFQGCIMQPVKDLLKGQSRLIFTYGLTNSGKTYTFQGTEENIGILPRTLNVLFDSLQERLYTKMNLKPHRSREYLRLSSEQEKEEIASKSALLRQIKEVTVHNDSDDTLYGSLTNSLNISEFEESIKDYEQANLNMANSIKFSVWVSFFEIYNEYIYDLFVPVSSKFQKRKML.... Result: 0 (no interaction). (4) The miRNA is rno-miR-96-5p with sequence UUUGGCACUAGCACAUUUUUGCU. The protein sequence of the target gene is MALRVTRNTKINAENKAKVSMAGAKRVPVTVTAASKPGLRPRTALGDIGNKVSEELQARVPLKREAKTLGTGKGTVKALPKPVEKVPVCEPEVELAEPEPEPELEHVREEKLSPEPILVDNPSPSPMETSGCAPAEEYLCQAFSDVILAVSDVDADDGADPNLCSEYVKDIYAYLRQLEEEQSVRPKYLQGREVTGNMRAILIDWLIQVQMKFRLLQETMYMTVSIIDRFMQNSCVPKKMLQLVGVTAMFIASKYEEMYPPEIGDFAFVTNNTYTKHQIRQMEMKILRVLNFSLGRPLPL.... Result: 0 (no interaction). (5) The miRNA is rno-miR-455-5p with sequence UAUGUGCCUUUGGACUACAUCG. The protein sequence of the target gene is MAARPAFGIVRQLLRSNARGCSSGAPVTQPRPGEPSRPTREGLSLRLQFLQEHAAPFSAFLTDSFGRQHSYLRISLTEKCNLRCQYCMPEEGVPLTPKADLLTTEEILTLARLFVKEGVDKIRLTGGEPLIRPDVVDIVARLHGLEGLRTIGLTTNGINLARLLPRLQQAGLNAVNISLDTLVPAKFEFIVRRKGFHKVMEGIHKAIELGYKPVKVNCVVMRGLNEDELLDFVALTEGLPLDVRFIEYMPFDGNKWNFKKMVSYKEMLDTIRQRWPGLEKLPEEDSSTAKAFKIPGFQGQ.... Result: 0 (no interaction). (6) The miRNA is hsa-miR-223-5p with sequence CGUGUAUUUGACAAGCUGAGUU. The protein sequence of the target gene is MGLKARRAAGAAGGGGDGGGGGGGAANPAGGDAAAAGDEERKVGLAPGDVEQVTLALGAGADKDGTLLLEGGGRDEGQRRTPQGIGLLAKTPLSRPVKRNNAKYRRIQTLIYDALERPRGWALLYHALVFLIVLGCLILAVLTTFKEYETVSGDWLLLLETFAIFIFGAEFALRIWAAGCCCRYKGWRGRLKFARKPLCMLDIFVLIASVPVVAVGNQGNVLATSLRSLRFLQILRMLRMDRRGGTWKLLGSAICAHSKELITAWYIGFLTLILSSFLVYLVEKDVPEVDAQGEEMKEEF.... Result: 1 (interaction). (7) The miRNA is hsa-miR-506-5p with sequence UAUUCAGGAAGGUGUUACUUAA. The protein sequence of the target gene is MATLITSTTAATAASGPLVDYLWMLILGFIIAFVLAFSVGANDVANSFGTAVGSGVVTLKQACILASIFETVGSVLLGAKVSETIRKGLIDVEMYNSTQGLLMAGSVSAMFGSAVWQLVASFLKLPISGTHCIVGATIGFSLVAKGQEGVKWSELIKIVMSWFVSPLLSGIMSGILFFLVRAFILHKADPVPNGLRALPVFYACTVGINLFSIMYTGAPLLGFDKLPLWGTILISVGCAVFCALIVWFFVCPRMKRKIEREIKCSPSESPLMEKKNSLKEDHEETKLSVGDIENKHPVSE.... Result: 1 (interaction).